This data is from Peptide-MHC class I binding affinity with 185,985 pairs from IEDB/IMGT. The task is: Regression. Given a peptide amino acid sequence and an MHC pseudo amino acid sequence, predict their binding affinity value. This is MHC class I binding data. (1) The peptide sequence is RPRWLDART. The MHC is HLA-B07:02 with pseudo-sequence HLA-B07:02. The binding affinity (normalized) is 0.977. (2) The peptide sequence is RPRVAQLTF. The MHC is HLA-B57:01 with pseudo-sequence HLA-B57:01. The binding affinity (normalized) is 0.375. (3) The peptide sequence is KRQHELLRL. The MHC is Mamu-B03 with pseudo-sequence Mamu-B03. The binding affinity (normalized) is 0.577. (4) The peptide sequence is HIMPNSFRV. The MHC is HLA-A11:01 with pseudo-sequence HLA-A11:01. The binding affinity (normalized) is 0.255. (5) The peptide sequence is GRRGWEALKY. The MHC is HLA-B53:01 with pseudo-sequence HLA-B53:01. The binding affinity (normalized) is 0.00259. (6) The peptide sequence is EVAEKDAMY. The MHC is HLA-A02:06 with pseudo-sequence HLA-A02:06. The binding affinity (normalized) is 0.0847.